This data is from Reaction yield outcomes from USPTO patents with 853,638 reactions. The task is: Predict the reaction yield, written as a fraction of the theoretical maximum amount of product (1.0 means a 100% yield; for example, 0.34 means a 34% yield). (1) The reactants are [Cl:1][C:2]1[CH:7]=[CH:6][C:5]([NH2:8])=[C:4]([N+:9]([O-:11])=[O:10])[CH:3]=1.[O:12]=[S:13]1(=[O:19])[CH2:17][CH2:16][C@H:15](N)[CH2:14]1.C([O-])([O-])=O.[K+].[K+].CCN(CC)CC. The catalyst is CN(C=O)C.O. The product is [Cl:1][C:2]1[CH:7]=[CH:6][C:5]([NH:8][C@H:15]2[CH2:16][CH2:17][S:13](=[O:19])(=[O:12])[CH2:14]2)=[C:4]([N+:9]([O-:11])=[O:10])[CH:3]=1. The yield is 0.660. (2) The reactants are [CH:1]1(B(O)O)[CH2:3][CH2:2]1.N1C=CC=CC=1.C(N(CC)CC)C.[CH2:20]([O:22][C:23]([C:25]1[CH:26]=[N:27][NH:28][C:29]=1[C:30]([F:33])([F:32])[F:31])=[O:24])[CH3:21]. The catalyst is C1COCC1.C([O-])(=O)C.[Cu+2].C([O-])(=O)C. The product is [CH2:20]([O:22][C:23]([C:25]1[C:29]([C:30]([F:32])([F:33])[F:31])=[N:28][N:27]([CH:1]2[CH2:3][CH2:2]2)[CH:26]=1)=[O:24])[CH3:21]. The yield is 0.290. (3) The reactants are [I:1][C:2]1[CH:7]=[CH:6][N:5]=[C:4]([N:8]2[C:16]3[C:11](=[CH:12][CH:13]=[CH:14][CH:15]=3)[C:10]([C:17]([OH:19])=O)=[N:9]2)[CH:3]=1.[Cl-].[NH4+:21]. No catalyst specified. The product is [I:1][C:2]1[CH:7]=[CH:6][N:5]=[C:4]([N:8]2[C:16]3[C:11](=[CH:12][CH:13]=[CH:14][CH:15]=3)[C:10]([C:17]([NH2:21])=[O:19])=[N:9]2)[CH:3]=1. The yield is 0.600. (4) The reactants are [CH2:1]([N:3]1[C:8]2[CH:9]=[CH:10][C:11]([N+:13]([O-:15])=[O:14])=[CH:12][C:7]=2[O:6][CH:5]([CH2:16][CH2:17][OH:18])[C:4]1=[O:19])[CH3:2].CCN(C(C)C)C(C)C.[CH3:29][S:30](Cl)(=[O:32])=[O:31]. The catalyst is C1COCC1.C(OCC)(=O)C. The product is [CH3:29][S:30]([O:18][CH2:17][CH2:16][CH:5]1[C:4](=[O:19])[N:3]([CH2:1][CH3:2])[C:8]2[CH:9]=[CH:10][C:11]([N+:13]([O-:15])=[O:14])=[CH:12][C:7]=2[O:6]1)(=[O:32])=[O:31]. The yield is 0.930. (5) The reactants are [N+:1]([C:4]1[CH:8]=[CH:7][NH:6][N:5]=1)([O-:3])=[O:2].[H-].[Na+].I[CH2:12][CH2:13][CH2:14][CH3:15]. The catalyst is CN(C)C=O.C(OCC)(=O)C. The product is [N+:1]([C:4]1[CH:8]=[CH:7][N:6]([CH2:12][CH2:13][CH2:14][CH3:15])[N:5]=1)([O-:3])=[O:2]. The yield is 0.620. (6) The reactants are [O:1]=[C:2]([CH2:13][CH2:14][CH2:15][CH2:16][CH2:17][C:18]([CH3:22])([CH3:21])[CH2:19][OH:20])[CH2:3][CH2:4][CH2:5][CH2:6][CH2:7][C:8]([CH3:12])([CH3:11])[CH2:9][OH:10].[BH4-].[Na+].C(OCC)(=O)C.Cl. The catalyst is C(O)(C)C.O. The product is [CH3:21][C:18]([CH3:22])([CH2:17][CH2:16][CH2:15][CH2:14][CH2:13][CH:2]([OH:1])[CH2:3][CH2:4][CH2:5][CH2:6][CH2:7][C:8]([CH3:12])([CH3:11])[CH2:9][OH:10])[CH2:19][OH:20]. The yield is 0.430. (7) The reactants are N12CCCN=C1CCCCC2.Cl.[NH2:13][CH2:14][C:15]1[CH:23]=[CH:22][CH:21]=[C:20]2[C:16]=1[CH2:17][N:18]([CH:25]1[CH2:30][CH2:29][C:28](=[O:31])[NH:27][C:26]1=[O:32])[C:19]2=[O:24].[C:33](Cl)(=[O:40])[C:34]1[CH:39]=[CH:38][CH:37]=[CH:36][CH:35]=1. The catalyst is C(#N)C. The product is [O:32]=[C:26]1[CH:25]([N:18]2[CH2:17][C:16]3[C:20](=[CH:21][CH:22]=[CH:23][C:15]=3[CH2:14][NH:13][C:33](=[O:40])[C:34]3[CH:39]=[CH:38][CH:37]=[CH:36][CH:35]=3)[C:19]2=[O:24])[CH2:30][CH2:29][C:28](=[O:31])[NH:27]1. The yield is 0.680. (8) The reactants are [C:1]([O:5][C:6]([NH:8][C@@H:9]([CH2:15][C:16]1[CH:21]=[CH:20][C:19]([C:22]2[CH:27]=[CH:26][CH:25]=[C:24](NCC(OC(C)(C)C)=O)[CH:23]=2)=[CH:18][CH:17]=1)[C:10]([O:12][CH2:13][CH3:14])=[O:11])=[O:7])([CH3:4])([CH3:3])[CH3:2].[C:37]([O:41]C(N[C@@H](CC1C=CC(OS(C(F)(F)F)(=O)=O)=CC=1)C(OCC)=O)=O)(C)(C)C. No catalyst specified. The product is [C:1]([O:5][C:6]([NH:8][C@@H:9]([CH2:15][C:16]1[CH:21]=[CH:20][C:19]([C:22]2[CH:27]=[CH:26][CH:25]=[C:24]([CH:37]=[O:41])[CH:23]=2)=[CH:18][CH:17]=1)[C:10]([O:12][CH2:13][CH3:14])=[O:11])=[O:7])([CH3:4])([CH3:3])[CH3:2]. The yield is 0.610.